This data is from HIV replication inhibition screening data with 41,000+ compounds from the AIDS Antiviral Screen. The task is: Binary Classification. Given a drug SMILES string, predict its activity (active/inactive) in a high-throughput screening assay against a specified biological target. (1) The compound is COC(=O)C1=C(C=CC(C)=O)NC(C)=C(C(=O)OC(C)C)C1c1ccccc1Cl. The result is 0 (inactive). (2) The molecule is Nc1ccc(C=CC2(CCl)OCCO2)cc1. The result is 0 (inactive). (3) The compound is Clc1ccc(Nc2nc(Cl)c3nc[nH]c3n2)cc1Cl. The result is 0 (inactive). (4) The compound is N#CC(=Cn1c(=S)[nH]c2ccc([N+](=O)[O-])cc21)c1nc2ccccc2s1. The result is 0 (inactive). (5) The compound is Cc1ccc2c(c1)CC1(Cc3cccc(C)c3C1=O)C2=O. The result is 0 (inactive). (6) The molecule is COCN1C(=O)C2CCCN2C(=O)c2cc(Cl)ccc21. The result is 0 (inactive). (7) The molecule is Cc1ccccc1Nc1ccc([N+](=O)[O-])c2nonc12. The result is 0 (inactive).